Dataset: Forward reaction prediction with 1.9M reactions from USPTO patents (1976-2016). Task: Predict the product of the given reaction. (1) Given the reactants Br[C:2]1[C:6]([CH3:7])=[CH:5][S:4][C:3]=1[C:8]([O:10][CH3:11])=[O:9].C1(C)C=CC=CC=1.[S:19]([C:23]1[CH:28]=[CH:27][C:26](B(O)O)=[CH:25][CH:24]=1)(=[O:22])(=[O:21])[NH2:20].C(=O)([O-])[O-].[K+].[K+], predict the reaction product. The product is: [CH3:7][C:6]1[C:2]([C:26]2[CH:27]=[CH:28][C:23]([S:19](=[O:22])(=[O:21])[NH2:20])=[CH:24][CH:25]=2)=[C:3]([C:8]([O:10][CH3:11])=[O:9])[S:4][CH:5]=1. (2) Given the reactants [CH3:1][O:2][CH:3]([O:19][CH3:20])[C:4]1[CH:9]=[CH:8][C:7]([CH:10]([OH:18])[CH2:11][C:12]2[CH:17]=[CH:16][CH:15]=[CH:14][CH:13]=2)=[CH:6][CH:5]=1.O, predict the reaction product. The product is: [CH3:20][O:19][CH:3]([O:2][CH3:1])[C:4]1[CH:5]=[CH:6][C:7]([C:10](=[O:18])[CH2:11][C:12]2[CH:17]=[CH:16][CH:15]=[CH:14][CH:13]=2)=[CH:8][CH:9]=1.